Dataset: CYP2C19 inhibition data for predicting drug metabolism from PubChem BioAssay. Task: Regression/Classification. Given a drug SMILES string, predict its absorption, distribution, metabolism, or excretion properties. Task type varies by dataset: regression for continuous measurements (e.g., permeability, clearance, half-life) or binary classification for categorical outcomes (e.g., BBB penetration, CYP inhibition). Dataset: cyp2c19_veith. (1) The compound is O=C(c1ccccc1)c1cc(F)c(N2CCOCC2)cc1Cl. The result is 1 (inhibitor). (2) The drug is O=c1c(-c2ccc(F)c(F)c2)nc2cncnc2n1C1CC1. The result is 0 (non-inhibitor). (3) The result is 1 (inhibitor). The molecule is CCOC(=O)Cc1csc(NC(=O)c2c(-c3c(Cl)cccc3Cl)noc2C)n1. (4) The drug is O=C(Oc1ccccc1)N1CCC2(CC1)CCN(c1ccncc1)CC2. The result is 0 (non-inhibitor). (5) The compound is Cc1nc2ccccc2cc1C[N+]12CN3CN(CN(C3)C1)C2. The result is 0 (non-inhibitor).